This data is from Blood-brain barrier permeability classification from the B3DB database. The task is: Regression/Classification. Given a drug SMILES string, predict its absorption, distribution, metabolism, or excretion properties. Task type varies by dataset: regression for continuous measurements (e.g., permeability, clearance, half-life) or binary classification for categorical outcomes (e.g., BBB penetration, CYP inhibition). Dataset: b3db_classification. (1) The drug is c1ccccc1. The result is 1 (penetrates BBB). (2) The drug is Cc1cccc(Cl)c1Nc1nc2ccc(N3CCNC(C)C3)nc2n2cncc12. The result is 1 (penetrates BBB). (3) The result is 1 (penetrates BBB). The drug is C[C@@H]1CC2C3CCC4=CC(=O)C=C[C@]4(C)[C@@]3(F)[C@@H](O)C[C@]2(C)[C@@]1(C)C(=O)CO. (4) The molecule is CC(C)CC(NC(=O)C(C)NC(=O)CNC(=O)C(NC=O)C(C)C)C(=O)NC(C)C(=O)NC(C(=O)NC(C(=O)NC(C(=O)NC(Cc1c[nH]c2ccccc12)C(=O)NC(CC(C)C)C(=O)NC(Cc1ccccc1)C(=O)NC(CC(C)C)C(=O)NC(Cc1c[nH]c2ccccc12)C(=O)NC(CC(C)C)C(=O)NC(Cc1c[nH]c2ccccc12)C(=O)NCCO)C(C)C)C(C)C)C(C)C. The result is 0 (does not penetrate BBB). (5) The compound is OCCN1CCCN(CCCN2c3ccccc3Sc3ccc(C(F)(F)F)cc32)CC1. The result is 1 (penetrates BBB). (6) The compound is CN1CC[C@@]23c4c5ccc(O)c4O[C@H]2C(=O)CC[C@@]3(O)[C@H]1C5. The result is 1 (penetrates BBB). (7) The molecule is O=c1cccc2n1CC1CNC(Br)C2C1. The result is 1 (penetrates BBB).